From a dataset of Forward reaction prediction with 1.9M reactions from USPTO patents (1976-2016). Predict the product of the given reaction. Given the reactants [CH3:1][O:2][C:3](=[O:16])[CH2:4][N:5]1[C:13]2[C:8](=[CH:9][C:10]([F:14])=[CH:11][CH:12]=2)[CH:7]=[C:6]1[CH3:15].[Cl:17][C:18]1[CH:23]=[CH:22][C:21]([S:24]([C:27]2[C:32]([CH:33]=O)=[CH:31][CH:30]=[CH:29][N:28]=2)(=[O:26])=[O:25])=[CH:20][CH:19]=1, predict the reaction product. The product is: [CH3:1][O:2][C:3](=[O:16])[CH2:4][N:5]1[C:13]2[C:8](=[CH:9][C:10]([F:14])=[CH:11][CH:12]=2)[C:7]([CH2:33][C:32]2[C:27]([S:24]([C:21]3[CH:22]=[CH:23][C:18]([Cl:17])=[CH:19][CH:20]=3)(=[O:26])=[O:25])=[N:28][CH:29]=[CH:30][CH:31]=2)=[C:6]1[CH3:15].